This data is from Catalyst prediction with 721,799 reactions and 888 catalyst types from USPTO. The task is: Predict which catalyst facilitates the given reaction. (1) Reactant: [N+:1]([C:4]1[CH:9]=[CH:8][C:7]([CH2:10][C:11]([NH:13][C:14]2[CH:22]=[CH:21][CH:20]=[CH:19][C:15]=2[C:16]([OH:18])=[O:17])=O)=[CH:6][CH:5]=1)([O-:3])=[O:2]. Product: [N+:1]([C:4]1[CH:9]=[CH:8][C:7]([CH2:10][C:11]2[O:17][C:16](=[O:18])[C:15]3[CH:19]=[CH:20][CH:21]=[CH:22][C:14]=3[N:13]=2)=[CH:6][CH:5]=1)([O-:3])=[O:2]. The catalyst class is: 152. (2) Reactant: [Br:1][C:2]1[CH:10]=[C:9]2[C:5]([C:6]([CH2:14][CH3:15])=[N:7][N:8]2C(=O)C)=[CH:4][CH:3]=1.[OH-].[Na+]. Product: [Br:1][C:2]1[CH:10]=[C:9]2[C:5]([C:6]([CH2:14][CH3:15])=[N:7][NH:8]2)=[CH:4][CH:3]=1. The catalyst class is: 24.